Dataset: Full USPTO retrosynthesis dataset with 1.9M reactions from patents (1976-2016). Task: Predict the reactants needed to synthesize the given product. (1) Given the product [Cl:37][C:27]1[CH:28]=[C:29]([CH2:30][N:32]([CH3:34])[CH3:33])[CH:35]=[CH:36][C:26]=1[N:17]1[C:16]2[C:10]3[S:9][C:8]([NH2:7])=[N:12][C:11]=3[CH2:13][CH2:14][C:15]=2[C:19]([C:20]2[CH:21]=[N:22][CH:23]=[CH:24][CH:25]=2)=[N:18]1, predict the reactants needed to synthesize it. The reactants are: [H-].[Al+3].[Li+].[H-].[H-].[H-].[NH2:7][C:8]1[S:9][C:10]2[C:16]3[N:17]([C:26]4[CH:36]=[CH:35][C:29]([C:30]([N:32]([CH3:34])[CH3:33])=O)=[CH:28][C:27]=4[Cl:37])[N:18]=[C:19]([C:20]4[CH:21]=[N:22][CH:23]=[CH:24][CH:25]=4)[C:15]=3[CH2:14][CH2:13][C:11]=2[N:12]=1. (2) Given the product [S:7]([C:4]1[CH:5]=[CH:6][C:1]([CH3:11])=[CH:2][CH:3]=1)([OH:10])(=[O:9])=[O:8].[F:13][C:14]1[CH:19]=[CH:18][C:17]([C@@H:20]([N:22]2[CH2:27][CH2:26][CH2:25]/[C:24](=[CH:28]\[C:29]3[CH:34]=[CH:33][C:32]([N:35]4[CH:39]=[C:38]([CH3:40])[N:37]=[CH:36]4)=[C:31]([O:41][CH3:42])[CH:30]=3)/[C:23]2=[O:43])[CH3:21])=[CH:16][CH:15]=1, predict the reactants needed to synthesize it. The reactants are: [C:1]1([CH3:11])[CH:6]=[CH:5][C:4]([S:7]([OH:10])(=[O:9])=[O:8])=[CH:3][CH:2]=1.O.[F:13][C:14]1[CH:19]=[CH:18][C:17]([C@@H:20]([N:22]2[CH2:27][CH2:26][CH2:25]/[C:24](=[CH:28]\[C:29]3[CH:34]=[CH:33][C:32]([N:35]4[CH:39]=[C:38]([CH3:40])[N:37]=[CH:36]4)=[C:31]([O:41][CH3:42])[CH:30]=3)/[C:23]2=[O:43])[CH3:21])=[CH:16][CH:15]=1. (3) Given the product [Cl:42][C:43]1[CH:48]=[CH:47][CH:46]=[CH:45][C:44]=1[S:49]([O:1][C:2]1[CH:10]=[CH:9][C:8]([C:11]2[N:12]([C:27]([O:29][C:30]([CH3:31])([CH3:33])[CH3:32])=[O:28])[C:13]3[C:18]([CH:19]=2)=[CH:17][C:16]([CH2:20][N:21]2[CH2:26][CH2:25][CH2:24][CH2:23][CH2:22]2)=[CH:15][CH:14]=3)=[C:7]2[C:3]=1[CH2:4][NH:5][C:6]2=[O:34])(=[O:51])=[O:50], predict the reactants needed to synthesize it. The reactants are: [OH:1][C:2]1[CH:10]=[CH:9][C:8]([C:11]2[N:12]([C:27]([O:29][C:30]([CH3:33])([CH3:32])[CH3:31])=[O:28])[C:13]3[C:18]([CH:19]=2)=[CH:17][C:16]([CH2:20][N:21]2[CH2:26][CH2:25][CH2:24][CH2:23][CH2:22]2)=[CH:15][CH:14]=3)=[C:7]2[C:3]=1[CH2:4][NH:5][C:6]2=[O:34].C(N(CC)CC)C.[Cl:42][C:43]1[CH:48]=[CH:47][CH:46]=[CH:45][C:44]=1[S:49](Cl)(=[O:51])=[O:50]. (4) Given the product [CH3:4][C:2]([S:5]([NH:8][CH:17]1[CH:9]([NH:32][C@@H:30]([C:24]2[CH:29]=[CH:28][CH:27]=[CH:26][CH:25]=2)[CH3:31])[CH2:10][C:11]2([O:15][CH2:14][CH2:13][O:12]2)[CH2:16]1)(=[O:6])=[O:7])([CH3:1])[CH3:3], predict the reactants needed to synthesize it. The reactants are: [CH3:1][C:2]([S:5]([N:8]1[CH:17]2[CH:9]1[CH2:10][C:11]1([CH2:16]2)[O:15][CH2:14][CH2:13][O:12]1)(=[O:7])=[O:6])([CH3:4])[CH3:3].Cl([O-])(=O)(=O)=O.[Li+].[C:24]1([C@H:30]([NH2:32])[CH3:31])[CH:29]=[CH:28][CH:27]=[CH:26][CH:25]=1.O. (5) Given the product [NH2:1][CH2:4][CH2:5][CH2:6][O:7][C:8]1[CH:16]=[C:15]2[C:11]([CH:12]=[N:13][NH:14]2)=[CH:10][C:9]=1[NH:17][C:18]1[C:19]2[C:26]3[CH2:27][CH2:28][CH:29]([C:31]([N:33]([CH3:34])[CH3:35])=[O:32])[CH2:30][C:25]=3[S:24][C:20]=2[N:21]=[CH:22][N:23]=1, predict the reactants needed to synthesize it. The reactants are: [N:1]([CH2:4][CH2:5][CH2:6][O:7][C:8]1[CH:16]=[C:15]2[C:11]([CH:12]=[N:13][NH:14]2)=[CH:10][C:9]=1[NH:17][C:18]1[C:19]2[C:26]3[CH2:27][CH2:28][CH:29]([C:31]([N:33]([CH3:35])[CH3:34])=[O:32])[CH2:30][C:25]=3[S:24][C:20]=2[N:21]=[CH:22][N:23]=1)=[N+]=[N-].C(P(CCCC)CCCC)CCC.N.